The task is: Predict the reaction yield, written as a fraction of the theoretical maximum amount of product (1.0 means a 100% yield; for example, 0.34 means a 34% yield).. This data is from Reaction yield outcomes from USPTO patents with 853,638 reactions. (1) The reactants are [CH:1]1[C:10]2[C:5](=[CH:6][CH:7]=[CH:8][CH:9]=2)[CH:4]=[CH:3][C:2]=1[C:11]([OH:13])=O.[CH2:14]([O:16][C:17](=[O:36])[CH2:18][CH2:19][C:20]1[CH:25]=[CH:24][CH:23]=[C:22]([N:26]2[C:30]([NH2:31])=[CH:29][C:28]([C:32]([CH3:35])([CH3:34])[CH3:33])=[N:27]2)[CH:21]=1)[CH3:15]. The catalyst is O=S(Cl)Cl.C(Cl)Cl. The product is [CH2:14]([O:16][C:17](=[O:36])[CH2:18][CH2:19][C:20]1[CH:25]=[CH:24][CH:23]=[C:22]([N:26]2[C:30]([NH:31][C:11]([C:2]3[CH:3]=[CH:4][C:5]4[C:10](=[CH:9][CH:8]=[CH:7][CH:6]=4)[CH:1]=3)=[O:13])=[CH:29][C:28]([C:32]([CH3:35])([CH3:34])[CH3:33])=[N:27]2)[CH:21]=1)[CH3:15]. The yield is 0.380. (2) The reactants are [CH:1]1([N:5]2[CH2:10][CH2:9][CH:8]([O:11][C:12]3[CH:13]=[C:14]4[C:19](=[CH:20][CH:21]=3)[NH:18][C:17](=[O:22])[CH2:16][CH2:15]4)[CH2:7][CH2:6]2)[CH2:4][CH2:3][CH2:2]1.Br[C:24]1[N:25]=[CH:26][C:27]2[C:32]([CH:33]=1)=[CH:31][CH:30]=[CH:29][CH:28]=2.CN[C@@H]1CCCC[C@H]1NC.C(=O)([O-])[O-].[Cs+].[Cs+]. The catalyst is C1(C)C=CC=CC=1.C(Cl)(Cl)Cl.[Cu](I)I. The product is [CH:1]1([N:5]2[CH2:6][CH2:7][CH:8]([O:11][C:12]3[CH:13]=[C:14]4[C:19](=[CH:20][CH:21]=3)[N:18]([C:27]3[CH:26]=[N:25][C:24]5[C:29]([CH:28]=3)=[CH:30][CH:31]=[CH:32][CH:33]=5)[C:17](=[O:22])[CH2:16][CH2:15]4)[CH2:9][CH2:10]2)[CH2:4][CH2:3][CH2:2]1. The yield is 0.440.